The task is: Predict the product of the given reaction.. This data is from Forward reaction prediction with 1.9M reactions from USPTO patents (1976-2016). (1) Given the reactants [CH3:1][NH2:2].[F:3][C:4]1[CH:5]=[C:6]([CH:12]2[CH2:14][O:13]2)[CH:7]=[C:8]([F:11])[C:9]=1[F:10], predict the reaction product. The product is: [CH3:1][NH:2][CH2:14][CH:12]([C:6]1[CH:5]=[C:4]([F:3])[C:9]([F:10])=[C:8]([F:11])[CH:7]=1)[OH:13]. (2) Given the reactants [C:1]([NH:9][CH2:10][C:11]1([C:17]([O:19]CC)=[O:18])[CH2:16][CH2:15][CH2:14][CH2:13][CH2:12]1)(=[O:8])[C:2]1[CH:7]=[CH:6][CH:5]=[CH:4][CH:3]=1.[OH-].[K+].O, predict the reaction product. The product is: [C:1]([NH:9][CH2:10][C:11]1([C:17]([OH:19])=[O:18])[CH2:16][CH2:15][CH2:14][CH2:13][CH2:12]1)(=[O:8])[C:2]1[CH:7]=[CH:6][CH:5]=[CH:4][CH:3]=1. (3) Given the reactants Br[C:2]1[CH:7]=[CH:6][C:5]([F:8])=[C:4]([O:9][CH3:10])[CH:3]=1.[Li]CCCC.[B:16](OC)([O:19]C)[O:17]C, predict the reaction product. The product is: [CH3:10][O:9][C:4]1[CH:3]=[C:2]([B:16]([OH:19])[OH:17])[CH:7]=[CH:6][C:5]=1[F:8]. (4) Given the reactants [CH3:1][C:2]1[N:3]=[C:4]([C:18]2[CH:23]=[CH:22][CH:21]=[C:20]([C:24]([F:27])([F:26])[F:25])[CH:19]=2)[S:5][C:6]=1[CH2:7][N:8]1[CH:12]=[C:11]([C:13]([O:15]CC)=[O:14])[CH:10]=[N:9]1.[OH-].[Na+].O, predict the reaction product. The product is: [CH3:1][C:2]1[N:3]=[C:4]([C:18]2[CH:23]=[CH:22][CH:21]=[C:20]([C:24]([F:27])([F:25])[F:26])[CH:19]=2)[S:5][C:6]=1[CH2:7][N:8]1[CH:12]=[C:11]([C:13]([OH:15])=[O:14])[CH:10]=[N:9]1. (5) Given the reactants [H-].[Na+].[CH3:3][N:4]([CH3:9])[CH2:5][CH2:6][CH2:7][OH:8].F[C:11]1[CH:16]=[CH:15][C:14]([S:17]([NH:20][C:21]2[CH:26]=[CH:25][C:24]([Cl:27])=[CH:23][CH:22]=2)(=[O:19])=[O:18])=[CH:13][CH:12]=1, predict the reaction product. The product is: [Cl:27][C:24]1[CH:23]=[CH:22][C:21]([NH:20][S:17]([C:14]2[CH:15]=[CH:16][C:11]([O:8][CH2:7][CH2:6][CH2:5][N:4]([CH3:9])[CH3:3])=[CH:12][CH:13]=2)(=[O:19])=[O:18])=[CH:26][CH:25]=1. (6) Given the reactants [CH:1]1([C:7]2[N:8]=[N:9][N:10]3[C:15]=2[C:14]2[CH:16]=[CH:17][N:18](COCC[Si](C)(C)C)[C:13]=2[N:12]=[CH:11]3)[CH2:6][CH2:5][CH2:4][CH2:3][CH2:2]1.CCCC[N+](CCCC)(CCCC)CCCC.[F-], predict the reaction product. The product is: [CH:1]1([C:7]2[N:8]=[N:9][N:10]3[C:15]=2[C:14]2[CH:16]=[CH:17][NH:18][C:13]=2[N:12]=[CH:11]3)[CH2:2][CH2:3][CH2:4][CH2:5][CH2:6]1.